Dataset: Reaction yield outcomes from USPTO patents with 853,638 reactions. Task: Predict the reaction yield, written as a fraction of the theoretical maximum amount of product (1.0 means a 100% yield; for example, 0.34 means a 34% yield). (1) The reactants are Br[C:2]1[CH:9]=[C:8]([F:10])[CH:7]=[CH:6][C:3]=1[CH:4]=[O:5].[F:11][C:12]([F:23])([F:22])[C:13]1[CH:18]=[CH:17][C:16](B(O)O)=[CH:15][CH:14]=1.C([O-])(=O)C.[K+].CCOC(C)=O. The catalyst is CN(C=O)C.O.C1C=CC([P]([Pd]([P](C2C=CC=CC=2)(C2C=CC=CC=2)C2C=CC=CC=2)([P](C2C=CC=CC=2)(C2C=CC=CC=2)C2C=CC=CC=2)[P](C2C=CC=CC=2)(C2C=CC=CC=2)C2C=CC=CC=2)(C2C=CC=CC=2)C2C=CC=CC=2)=CC=1. The product is [F:10][C:8]1[CH:9]=[C:2]([C:16]2[CH:17]=[CH:18][C:13]([C:12]([F:23])([F:22])[F:11])=[CH:14][CH:15]=2)[C:3]([CH:4]=[O:5])=[CH:6][CH:7]=1. The yield is 0.790. (2) The reactants are [Br:1][C:2]1[CH:3]=[C:4]([N+:12]([O-:14])=[O:13])[C:5]([CH3:11])=[C:6]([CH:10]=1)[C:7]([OH:9])=[O:8].[C:15](=O)([O-])[O-].[Na+].[Na+].CI. The catalyst is CN(C=O)C. The product is [Br:1][C:2]1[CH:3]=[C:4]([N+:12]([O-:14])=[O:13])[C:5]([CH3:11])=[C:6]([CH:10]=1)[C:7]([O:9][CH3:15])=[O:8]. The yield is 0.990. (3) The yield is 0.890. The catalyst is CCO. The reactants are Cl[CH:2]([C:8](=O)[C:9]1[CH:14]=[CH:13][CH:12]=[CH:11][CH:10]=1)[C:3]([O:5][CH2:6][CH3:7])=[O:4].[NH2:16][C:17]([NH2:19])=[S:18].CCOC(C)=O. The product is [NH2:19][C:17]1[S:18][C:2]([C:3]([O:5][CH2:6][CH3:7])=[O:4])=[C:8]([C:9]2[CH:14]=[CH:13][CH:12]=[CH:11][CH:10]=2)[N:16]=1.